From a dataset of Catalyst prediction with 721,799 reactions and 888 catalyst types from USPTO. Predict which catalyst facilitates the given reaction. Reactant: B(Br)(Br)Br.CN(C=O)C.[CH2:10]([C:12]1[CH:13]=[CH:14][C:15]([O:23]C)=[C:16]([C:18]2[S:19][CH:20]=[CH:21][N:22]=2)[CH:17]=1)[CH3:11].O. Product: [CH2:10]([C:12]1[CH:13]=[CH:14][C:15]([OH:23])=[C:16]([C:18]2[S:19][CH:20]=[CH:21][N:22]=2)[CH:17]=1)[CH3:11]. The catalyst class is: 2.